This data is from Orexin1 receptor HTS with 218,158 compounds and 233 confirmed actives. The task is: Binary Classification. Given a drug SMILES string, predict its activity (active/inactive) in a high-throughput screening assay against a specified biological target. (1) The molecule is S(c1cc(N2CC(CC2=O)C(=O)NCCN2C(=O)C(/SC2=O)=C/c2cccnc2)ccc1)C. The result is 1 (active). (2) The compound is S(=O)(=O)(Nc1cc2c3N(CCCc3c1)C(=O)C2C)c1ccc(F)cc1. The result is 0 (inactive). (3) The molecule is O=C(NC1CC1)COC(=O)c1c2c(nc(c1)c1cc(OC)c(OC)cc1)cccc2. The result is 0 (inactive).